The task is: Regression. Given a peptide amino acid sequence and an MHC pseudo amino acid sequence, predict their binding affinity value. This is MHC class I binding data.. This data is from Peptide-MHC class I binding affinity with 185,985 pairs from IEDB/IMGT. (1) The peptide sequence is IMYDHLPGF. The MHC is HLA-A68:02 with pseudo-sequence HLA-A68:02. The binding affinity (normalized) is 0.0847. (2) The peptide sequence is AVKDVTITKK. The MHC is HLA-A33:01 with pseudo-sequence HLA-A33:01. The binding affinity (normalized) is 0. (3) The peptide sequence is NLFEIEWEE. The MHC is HLA-B39:01 with pseudo-sequence HLA-B39:01. The binding affinity (normalized) is 0.0847.